This data is from Reaction yield outcomes from USPTO patents with 853,638 reactions. The task is: Predict the reaction yield, written as a fraction of the theoretical maximum amount of product (1.0 means a 100% yield; for example, 0.34 means a 34% yield). (1) The reactants are [N+:1]([C:4]1[CH:9]=[CH:8][CH:7]=[CH:6][C:5]=1[C:10]1[N:11]=[C:12]2[N:17]=[CH:16][CH:15]=[CH:14][N:13]2[CH:18]=1)([O-])=O. The catalyst is CO. The product is [N:11]1[C:10]([C:5]2[CH:6]=[CH:7][CH:8]=[CH:9][C:4]=2[NH2:1])=[CH:18][N:13]2[CH:14]=[CH:15][CH:16]=[N:17][C:12]=12. The yield is 0.760. (2) The catalyst is CC(C)=O. The reactants are C(=O)([O-])[O-].[K+].[K+].[OH:7][C:8]1[CH:13]=[CH:12][C:11]([CH2:14][C:15]#[N:16])=[CH:10][CH:9]=1.[CH2:17](Br)[C:18]1[CH:23]=[CH:22][CH:21]=[CH:20][CH:19]=1. The product is [CH2:17]([O:7][C:8]1[CH:13]=[CH:12][C:11]([CH2:14][C:15]#[N:16])=[CH:10][CH:9]=1)[C:18]1[CH:23]=[CH:22][CH:21]=[CH:20][CH:19]=1. The yield is 0.778. (3) The reactants are [NH:1]1[C:9]2[C:4](=[CH:5][CH:6]=[CH:7][N:8]=2)[CH:3]=[CH:2]1.O.C1(C)C=CC(S(O)(=O)=O)=CC=1.C(N(CC(O)=O)CC(O)=O)CN(CC(O)=O)CC(O)=O.[Na].[Na].[OH-].[Na+]. The catalyst is C(O)CC.[Ni].C(O)=O. The product is [NH:1]1[C:9]2=[N:8][CH:7]=[CH:6][CH:5]=[C:4]2[CH2:3][CH2:2]1. The yield is 0.610. (4) The product is [Cl:1][C:2]1[C:3]([CH3:18])=[C:4]([CH:13]2[CH2:16][CH:15]([OH:17])[CH2:14]2)[C:5]([O:11][CH3:12])=[C:6]([CH:8]([Cl:21])[CH3:9])[CH:7]=1. The reactants are [Cl:1][C:2]1[C:3]([CH3:18])=[C:4]([CH:13]2[CH2:16][CH:15]([OH:17])[CH2:14]2)[C:5]([O:11][CH3:12])=[C:6]([CH:8](O)[CH3:9])[CH:7]=1.N1C(Cl)=NC(Cl)=NC=1[Cl:21]. The catalyst is CS(C)=O.CCOCC.O. The yield is 0.220. (5) The yield is 0.960. The catalyst is C1C=CC(P(C2C=CC=CC=2)[C-]2C=CC=C2)=CC=1.C1C=CC(P(C2C=CC=CC=2)[C-]2C=CC=C2)=CC=1.Cl[Pd]Cl.[Fe+2]. The product is [F:35][C:32]([F:33])([F:34])[C:31]([NH:30][CH2:29][C:28]1[CH:37]=[CH:38][C:39]([F:40])=[C:26]([CH:23]2[CH2:22][CH2:21][N:20]([C:18]([C:4]3[C:3]4[C:7](=[CH:8][CH:9]=[CH:10][C:2]=4[C:41]4[CH:46]=[CH:45][CH:44]=[CH:43][CH:42]=4)[N:6]([CH2:11][CH2:12][O:13][C:14]([F:17])([F:16])[F:15])[CH:5]=3)=[O:19])[CH2:25][CH2:24]2)[CH:27]=1)=[O:65]. The reactants are Br[C:2]1[CH:10]=[CH:9][CH:8]=[C:7]2[C:3]=1[C:4]([C:18]([N:20]1[CH2:25][CH2:24][CH:23]([C:26]3[CH:27]=[C:28]([CH:37]=[CH:38][C:39]=3[F:40])[CH2:29][NH:30][C:31](=O)[C:32]([F:35])([F:34])[F:33])[CH2:22][CH2:21]1)=[O:19])=[CH:5][N:6]2[CH2:11][CH2:12][O:13][C:14]([F:17])([F:16])[F:15].[C:41]1(B(O)O)[CH:46]=[CH:45][CH:44]=[CH:43][CH:42]=1.C(=O)([O-])[O-].[Cs+].[Cs+].C(Cl)Cl.O1CCOCC1.[OH2:65]. (6) The reactants are [Cl-].O[NH3+:3].[C:4](=[O:7])([O-])[OH:5].[Na+].CS(C)=O.[F:13][CH2:14][CH2:15][O:16][C:17]1[CH:22]=[CH:21][C:20]([N:23]2[C:28](=[O:29])[C:27]([CH2:30][C:31]3[CH:36]=[CH:35][C:34]([C:37]4[C:38]([C:43]#[N:44])=[CH:39][CH:40]=[CH:41][CH:42]=4)=[CH:33][CH:32]=3)=[C:26]([CH2:45][CH2:46][CH3:47])[N:25]=[C:24]2[CH3:48])=[CH:19][CH:18]=1. The catalyst is C(OCC)(=O)C. The product is [CH2:45]([C:26]1[N:25]=[C:24]([CH3:48])[N:23]([C:20]2[CH:21]=[CH:22][C:17]([O:16][CH2:15][CH2:14][F:13])=[CH:18][CH:19]=2)[C:28](=[O:29])[C:27]=1[CH2:30][C:31]1[CH:36]=[CH:35][C:34]([C:37]2[CH:42]=[CH:41][CH:40]=[CH:39][C:38]=2[C:43]2[NH:3][C:4](=[O:7])[O:5][N:44]=2)=[CH:33][CH:32]=1)[CH2:46][CH3:47]. The yield is 0.880. (7) The reactants are C([Sn](CCCC)(CCCC)[C:6]1[O:10][N:9]=[C:8]([C:11]2[CH:12]=[C:13]3[C:18](=[CH:19][CH:20]=2)[CH:17]=[N:16][CH:15]=[CH:14]3)[CH:7]=1)CCC.[I:29]I. The catalyst is C1COCC1. The product is [I:29][C:6]1[O:10][N:9]=[C:8]([C:11]2[CH:12]=[C:13]3[C:18](=[CH:19][CH:20]=2)[CH:17]=[N:16][CH:15]=[CH:14]3)[CH:7]=1. The yield is 0.900.